From a dataset of TCR-epitope binding with 47,182 pairs between 192 epitopes and 23,139 TCRs. Binary Classification. Given a T-cell receptor sequence (or CDR3 region) and an epitope sequence, predict whether binding occurs between them. The epitope is LLLGIGILV. The TCR CDR3 sequence is CSARDRLAQNTGELFF. Result: 0 (the TCR does not bind to the epitope).